This data is from Forward reaction prediction with 1.9M reactions from USPTO patents (1976-2016). The task is: Predict the product of the given reaction. Given the reactants [CH3:1][C:2]1([CH3:32])[CH2:7][O:6][C:5]2[CH:8]=[CH:9][C:10]([NH:12][C:13]([C:15]3[CH:16]=[CH:17][C:18]4[CH:19]=[C:20]5[C:27](=[O:28])[NH:26][CH2:25][C:24]6([CH2:31][CH2:30][CH2:29]6)[N:21]5[C:22]=4[CH:23]=3)=[O:14])=[CH:11][C:4]=2[NH:3]1.C(N(CC)CC)C.[C:40](Cl)(=[O:43])[CH:41]=[CH2:42], predict the reaction product. The product is: [C:40]([N:3]1[C:2]([CH3:32])([CH3:1])[CH2:7][O:6][C:5]2[CH:8]=[CH:9][C:10]([NH:12][C:13]([C:15]3[CH:16]=[CH:17][C:18]4[CH:19]=[C:20]5[C:27](=[O:28])[NH:26][CH2:25][C:24]6([CH2:31][CH2:30][CH2:29]6)[N:21]5[C:22]=4[CH:23]=3)=[O:14])=[CH:11][C:4]1=2)(=[O:43])[CH:41]=[CH2:42].